This data is from Reaction yield outcomes from USPTO patents with 853,638 reactions. The task is: Predict the reaction yield, written as a fraction of the theoretical maximum amount of product (1.0 means a 100% yield; for example, 0.34 means a 34% yield). (1) The reactants are CN(C)[CH:3]=[CH:4][C:5]([C:7]1[C:12](=[O:13])[CH:11]=[CH:10][N:9]([C:14]2[CH:19]=[CH:18][C:17]([N:20]3[CH2:25][CH2:24][O:23][CH2:22][CH2:21]3)=[CH:16][CH:15]=2)[N:8]=1)=O.[OH:27][CH2:28][CH2:29][NH:30][NH2:31]. The catalyst is CO. The product is [OH:27][CH2:28][CH2:29][N:30]1[C:5]([C:7]2[C:12](=[O:13])[CH:11]=[CH:10][N:9]([C:14]3[CH:15]=[CH:16][C:17]([N:20]4[CH2:21][CH2:22][O:23][CH2:24][CH2:25]4)=[CH:18][CH:19]=3)[N:8]=2)=[CH:4][CH:3]=[N:31]1. The yield is 0.0730. (2) The reactants are Br[C:2]1[CH:10]=[C:9]2[C:5]([CH2:6][CH2:7][N:8]2[C:11]([O:13][C:14]([CH3:17])([CH3:16])[CH3:15])=[O:12])=[CH:4][C:3]=1[F:18].[CH3:19][N:20]1[CH:24]=[C:23](B2OC(C)(C)C(C)(C)O2)[CH:22]=[N:21]1.C([O-])([O-])=O.[K+].[K+].O. The catalyst is O1CCOCC1.O.C1C=CC(P(C2C=CC=CC=2)[C-]2C=CC=C2)=CC=1.C1C=CC(P(C2C=CC=CC=2)[C-]2C=CC=C2)=CC=1.Cl[Pd]Cl.[Fe+2]. The product is [F:18][C:3]1[CH:4]=[C:5]2[C:9](=[CH:10][C:2]=1[C:23]1[CH:22]=[N:21][N:20]([CH3:19])[CH:24]=1)[N:8]([C:11]([O:13][C:14]([CH3:17])([CH3:16])[CH3:15])=[O:12])[CH2:7][CH2:6]2. The yield is 0.780. (3) The reactants are [CH3:1][O:2][C:3]([C:5]1[S:6][C:7]([CH:13]([OH:15])[CH3:14])=[C:8]2[CH2:12][CH2:11][CH2:10][C:9]=12)=[O:4]. The catalyst is ClCCl.[O-2].[O-2].[Mn+4]. The product is [CH3:1][O:2][C:3]([C:5]1[S:6][C:7]([C:13](=[O:15])[CH3:14])=[C:8]2[CH2:12][CH2:11][CH2:10][C:9]=12)=[O:4]. The yield is 0.945.